Dataset: Full USPTO retrosynthesis dataset with 1.9M reactions from patents (1976-2016). Task: Predict the reactants needed to synthesize the given product. (1) Given the product [F:40][C:41]([F:52])([F:51])[C:42]([N:18]([CH2:19][CH:20]1[CH2:25][CH2:24][N:23]([C:26]([O:28][C:29]([CH3:32])([CH3:31])[CH3:30])=[O:27])[CH2:22][CH2:21]1)[C@@H:16]1[CH2:17][C@H:15]1[C:12]1[S:13][CH:14]=[C:10]([C:8](=[O:9])[NH:7][C:5]2[S:6][C:2]([CH3:1])=[N:3][N:4]=2)[CH:11]=1)=[O:43], predict the reactants needed to synthesize it. The reactants are: [CH3:1][C:2]1[S:6][C:5]([NH:7][C:8]([C:10]2[CH:11]=[C:12]([C@@H:15]3[CH2:17][C@H:16]3[NH:18][CH2:19][CH:20]3[CH2:25][CH2:24][N:23]([C:26]([O:28][C:29]([CH3:32])([CH3:31])[CH3:30])=[O:27])[CH2:22][CH2:21]3)[S:13][CH:14]=2)=[O:9])=[N:4][N:3]=1.C(N(CC)CC)C.[F:40][C:41]([F:52])([F:51])[C:42](O[C:42](=[O:43])[C:41]([F:52])([F:51])[F:40])=[O:43].C(=O)([O-])O.[Na+]. (2) Given the product [CH3:3][CH:2]([NH:4][CH2:5][CH:6]([OH:19])[CH2:7][O:8][C:9]1[CH:10]=[CH:11][CH:12]=[C:13]2[CH:18]=[CH:17][CH:16]=[CH:15][C:14]=12)[CH3:1], predict the reactants needed to synthesize it. The reactants are: [CH3:1][CH:2]([NH:4][CH2:5][CH:6]([OH:19])[CH2:7][O:8][C:9]1[CH:10]=[CH:11][CH:12]=[C:13]2[CH:18]=[CH:17][CH:16]=[CH:15][C:14]=12)[CH3:3].Cl.C(N(CC)CC)C.C1CCC(N=C=NC2CCCCC2)CC1. (3) Given the product [Cl:20][C:21]1[CH:28]=[CH:27][C:24]([CH2:25][NH:26][C:2]2[C:11]([N+:12]([O-:14])=[O:13])=[CH:10][CH:9]=[CH:8][C:3]=2[C:4]([O:6][CH3:7])=[O:5])=[CH:23][CH:22]=1, predict the reactants needed to synthesize it. The reactants are: Cl[C:2]1[C:11]([N+:12]([O-:14])=[O:13])=[CH:10][CH:9]=[CH:8][C:3]=1[C:4]([O:6][CH3:7])=[O:5].C1COCC1.[Cl:20][C:21]1[CH:28]=[CH:27][C:24]([CH2:25][NH2:26])=[CH:23][CH:22]=1. (4) Given the product [OH:22][C:18]1[CH:17]=[C:16]([C:14]#[C:15][C:2]2[CH:7]=[CH:6][C:5]([CH2:8][CH2:9][C:10]([O:12][CH3:13])=[O:11])=[CH:4][CH:3]=2)[CH:21]=[CH:20][CH:19]=1, predict the reactants needed to synthesize it. The reactants are: I[C:2]1[CH:7]=[CH:6][C:5]([CH2:8][CH2:9][C:10]([O:12][CH3:13])=[O:11])=[CH:4][CH:3]=1.[C:14]([C:16]1[CH:17]=[C:18]([OH:22])[CH:19]=[CH:20][CH:21]=1)#[CH:15]. (5) Given the product [C:12]([C:16]1[CH:17]=[C:18]([CH:26]([OH:29])[C:27]#[C:28][C:9]2[CH:8]=[CH:7][C:3]([C:4]([OH:6])=[O:5])=[C:2]([OH:1])[CH:10]=2)[CH:19]=[C:20]([Cl:25])[C:21]=1[N:22]([CH3:23])[CH3:24])([CH3:15])([CH3:14])[CH3:13], predict the reactants needed to synthesize it. The reactants are: [OH:1][C:2]1[CH:10]=[C:9](I)[CH:8]=[CH:7][C:3]=1[C:4]([OH:6])=[O:5].[C:12]([C:16]1[CH:17]=[C:18]([CH:26]([OH:29])[C:27]#[CH:28])[CH:19]=[C:20]([Cl:25])[C:21]=1[N:22]([CH3:24])[CH3:23])([CH3:15])([CH3:14])[CH3:13]. (6) Given the product [Cl:1][C:2]1[CH:3]=[C:4]([C:13]2[CH:14]=[N:15][C:16]([O:19][CH3:20])=[CH:17][CH:18]=2)[N:5]2[C:10]=1[CH:9]=[N:8][C:7]([OH:23])=[N:6]2, predict the reactants needed to synthesize it. The reactants are: [Cl:1][C:2]1[CH:3]=[C:4]([C:13]2[CH:14]=[N:15][C:16]([O:19][CH3:20])=[CH:17][CH:18]=2)[N:5]2[C:10]=1[CH:9]=[N:8][C:7](SC)=[N:6]2.C(O)(=[O:23])C.OO.[OH-].[Na+]. (7) The reactants are: [OH:1][C@@:2]1([C:9]#[C:10][C:11]2[CH:12]=[C:13]([C:17]3[CH:22]=[C:21]([O:23][CH3:24])[N:20]=[C:19]([C:25]([O:27]CC)=O)[N:18]=3)[CH:14]=[CH:15][CH:16]=2)[CH2:6][CH2:5][N:4]([CH3:7])[C:3]1=[O:8].[NH3:30]. Given the product [OH:1][C@@:2]1([C:9]#[C:10][C:11]2[CH:12]=[C:13]([C:17]3[CH:22]=[C:21]([O:23][CH3:24])[N:20]=[C:19]([C:25]([NH2:30])=[O:27])[N:18]=3)[CH:14]=[CH:15][CH:16]=2)[CH2:6][CH2:5][N:4]([CH3:7])[C:3]1=[O:8], predict the reactants needed to synthesize it.